Dataset: Reaction yield outcomes from USPTO patents with 853,638 reactions. Task: Predict the reaction yield, written as a fraction of the theoretical maximum amount of product (1.0 means a 100% yield; for example, 0.34 means a 34% yield). (1) The reactants are I[C:2]1[CH:28]=[CH:27][CH:26]=[CH:25][C:3]=1[CH2:4][C:5]1[S:6][C:7]2[N:8]=[CH:9][N:10]=[C:11]([NH:14][C:15]3[CH:20]=[CH:19][C:18]([C:21]([F:24])([F:23])[F:22])=[CH:17][CH:16]=3)[C:12]=2[N:13]=1.C1C=CC(P(C2C=CC=CC=2)C2C=CC=CC=2)=CC=1.C([O-])([O-])=O.[Cs+].[Cs+].[CH:54]([Si:57]([CH:62]([CH3:64])[CH3:63])([CH:59]([CH3:61])[CH3:60])[SH:58])([CH3:56])[CH3:55]. The catalyst is C([O-])(=O)C.[Pd+2].C([O-])(=O)C.C1(C)C=CC=CC=1. The product is [F:22][C:21]([F:24])([F:23])[C:18]1[CH:19]=[CH:20][C:15]([NH:14][C:11]2[C:12]3[N:13]=[C:5]([CH2:4][C:3]4[CH:25]=[CH:26][CH:27]=[CH:28][C:2]=4[S:58][Si:57]([CH:59]([CH3:61])[CH3:60])([CH:62]([CH3:64])[CH3:63])[CH:54]([CH3:55])[CH3:56])[S:6][C:7]=3[N:8]=[CH:9][N:10]=2)=[CH:16][CH:17]=1. The yield is 0.600. (2) The reactants are [OH:1][C@@H:2]([C:6]1[CH:14]=[CH:13][C:9]([C:10]([OH:12])=O)=[CH:8][CH:7]=1)[CH2:3][CH2:4][CH3:5].Cl.[NH2:16][CH2:17][CH2:18][C:19]([O:21][CH2:22][CH3:23])=[O:20].F[P-](F)(F)(F)(F)F.N1(OC(N(C)C)=[N+](C)C)C2N=CC=CC=2N=N1.C(N(C(C)C)CC)(C)C. The catalyst is CN(C)C=O. The product is [OH:1][C@@H:2]([C:6]1[CH:7]=[CH:8][C:9]([C:10]([NH:16][CH:17]=[CH:18][C:19]([O:21][CH2:22][CH3:23])=[O:20])=[O:12])=[CH:13][CH:14]=1)[CH2:3][CH2:4][CH3:5]. The yield is 1.00. (3) The reactants are [OH:1][C:2]1[CH:10]=[CH:9][C:8]([N+:11]([O-:13])=[O:12])=[C:7]2[C:3]=1[CH2:4][N:5]([CH3:15])[C:6]2=[O:14].[C:16](=O)([O-])[O-].[K+].[K+].CN(C=O)C.CI. The catalyst is CCOC(C)=O. The product is [CH3:16][O:1][C:2]1[CH:10]=[CH:9][C:8]([N+:11]([O-:13])=[O:12])=[C:7]2[C:3]=1[CH2:4][N:5]([CH3:15])[C:6]2=[O:14]. The yield is 0.500. (4) The reactants are [NH:1]([C:3]1[CH:11]=[CH:10][C:6]([C:7]([OH:9])=[O:8])=[CH:5][CH:4]=1)N.[C:12]1(=O)[CH2:17][CH2:16][CH2:15][CH2:14][CH2:13]1. The catalyst is S(=O)(=O)(O)O. The product is [CH2:14]1[C:13]2[NH:1][C:3]3[C:11](=[CH:10][C:6]([C:7]([OH:9])=[O:8])=[CH:5][CH:4]=3)[C:12]=2[CH2:17][CH2:16][CH2:15]1. The yield is 0.990.